From a dataset of Catalyst prediction with 721,799 reactions and 888 catalyst types from USPTO. Predict which catalyst facilitates the given reaction. (1) Reactant: C([O:3][C:4](=[O:35])[CH2:5][O:6][C:7]1[CH:16]=[CH:15][C:14]2[C:9](=[CH:10][CH:11]=[C:12]([C:17]3[S:21][C:20]4[CH:22]=[C:23]([C:26](=[O:33])[CH2:27][CH2:28][C:29]([CH3:32])([CH3:31])[CH3:30])[CH:24]=[CH:25][C:19]=4[CH:18]=3)[CH:13]=2)[C:8]=1[Br:34])C.[OH-].[K+].Cl. Product: [Br:34][C:8]1[C:9]2[C:14](=[CH:13][C:12]([C:17]3[S:21][C:20]4[CH:22]=[C:23]([C:26](=[O:33])[CH2:27][CH2:28][C:29]([CH3:32])([CH3:31])[CH3:30])[CH:24]=[CH:25][C:19]=4[CH:18]=3)=[CH:11][CH:10]=2)[CH:15]=[CH:16][C:7]=1[O:6][CH2:5][C:4]([OH:35])=[O:3]. The catalyst class is: 20. (2) Reactant: C(NC(C)C)(C)C.C([Li])CCC.[CH:13]1([C:23]([O:25][CH2:26][CH3:27])=[O:24])[C:22]2[C:17](=[CH:18][CH:19]=[CH:20][CH:21]=2)[CH2:16][CH2:15][CH2:14]1.[CH2:28]=[O:29]. Product: [OH:29][CH2:28][C:13]1([C:23]([O:25][CH2:26][CH3:27])=[O:24])[C:22]2[C:17](=[CH:18][CH:19]=[CH:20][CH:21]=2)[CH2:16][CH2:15][CH2:14]1. The catalyst class is: 1. (3) Reactant: CCN(C(C)C)C(C)C.C1CN([P+](ON2N=NC3C=CC=CC2=3)(N2CCCC2)N2CCCC2)CC1.F[P-](F)(F)(F)(F)F.[CH3:43][N:44]([C:46]1[CH:51]=[CH:50][C:49]2[C:52]([C:63]3[CH:68]=[C:67]([C:69]([O-])=[O:70])[CH:66]=[CH:65][C:64]=3[C:72]([OH:74])=[O:73])=[C:53]3[C:61]([O:62][C:48]=2[CH:47]=1)=[CH:60][C:56](=[N+:57]([CH3:59])[CH3:58])[CH:55]=[CH:54]3)[CH3:45].[C:75]([NH:82][CH2:83][CH2:84][CH2:85][NH2:86])([O:77][C:78]([CH3:81])([CH3:80])[CH3:79])=[O:76]. Product: [C:78]([O:77][C:75]([NH:82][CH2:83][CH2:84][CH2:85][NH:86][C:69]([C:67]1[CH:66]=[CH:65][C:64]([C:72]([O-:74])=[O:73])=[C:63]([C:52]2[C:53]3[C:61]([O:62][C:48]4[C:49]=2[CH:50]=[CH:51][C:46](=[N+:44]([CH3:43])[CH3:45])[CH:47]=4)=[CH:60][C:56]([N:57]([CH3:59])[CH3:58])=[CH:55][CH:54]=3)[CH:68]=1)=[O:70])=[O:76])([CH3:79])([CH3:80])[CH3:81]. The catalyst class is: 3. (4) Reactant: [Cl:1][C:2]1[CH:11]=[CH:10][C:9]([CH:12]=O)=[C:8]2[C:3]=1[C:4](=[O:15])[CH:5]=[C:6]([CH3:14])[O:7]2.[CH3:16][C:17](=O)[CH2:18][C:19](=[O:21])[CH3:20].[NH2:23]/[C:24](/[CH3:32])=[CH:25]\[C:26]([O:28][CH2:29][CH2:30][CH3:31])=[O:27].C(O)(=O)C. Product: [C:19]([C:18]1[CH:12]([C:9]2[CH:10]=[CH:11][C:2]([Cl:1])=[C:3]3[C:8]=2[O:7][C:6]([CH3:14])=[CH:5][C:4]3=[O:15])[C:25]([C:26]([O:28][CH2:29][CH2:30][CH3:31])=[O:27])=[C:24]([CH3:32])[NH:23][C:17]=1[CH3:16])(=[O:21])[CH3:20]. The catalyst class is: 41. (5) Reactant: [N+:1]([C:4]1[CH:5]=[C:6]([CH:9]=[CH:10][C:11]=1[O:12][C@H:13]1[CH2:17][CH2:16][O:15][CH2:14]1)[C:7]#[N:8])([O-])=O.O.NN. Product: [NH2:1][C:4]1[CH:5]=[C:6]([CH:9]=[CH:10][C:11]=1[O:12][C@H:13]1[CH2:17][CH2:16][O:15][CH2:14]1)[C:7]#[N:8]. The catalyst class is: 8.